Predict the product of the given reaction. From a dataset of Forward reaction prediction with 1.9M reactions from USPTO patents (1976-2016). (1) Given the reactants [CH3:1][O:2][C:3]1[CH:4]=[C:5]2[C:10](=[CH:11][C:12]=1[O:13][CH3:14])[N:9]=[CH:8][CH:7]=[C:6]2[O:15][C:16]1[CH:22]=[CH:21][C:19]([NH2:20])=[C:18]([CH3:23])[C:17]=1[CH3:24].C1(C)C=CC=CC=1.C(N(CC)CC)C.ClC(Cl)(O[C:43](=[O:49])[O:44][C:45](Cl)(Cl)Cl)Cl.[F:51][C:52]1[CH:62]=[CH:61][C:55]([O:56][CH2:57][CH2:58]CO)=[CH:54][CH:53]=1, predict the reaction product. The product is: [CH3:1][O:2][C:3]1[CH:4]=[C:5]2[C:10](=[CH:11][C:12]=1[O:13][CH3:14])[N:9]=[CH:8][CH:7]=[C:6]2[O:15][C:16]1[CH:22]=[CH:21][C:19]([NH:20][C:43](=[O:49])[O:44][CH2:45][CH2:58][CH2:57][O:56][C:55]2[CH:61]=[CH:62][C:52]([F:51])=[CH:53][CH:54]=2)=[C:18]([CH3:23])[C:17]=1[CH3:24]. (2) Given the reactants [F:1][C:2]1[CH:7]=[CH:6][C:5](B(O)O)=[CH:4][CH:3]=1.[Cl:11][C:12]1[CH:17]=[CH:16][C:15]([OH:18])=[CH:14][C:13]=1I.C(=O)([O-])[O-].[Cs+].[Cs+], predict the reaction product. The product is: [Cl:11][C:12]1[C:17]([C:5]2[CH:6]=[CH:7][C:2]([F:1])=[CH:3][CH:4]=2)=[CH:16][C:15]([OH:18])=[CH:14][CH:13]=1. (3) Given the reactants C(OC([NH:8][C@H:9]1[CH2:13][CH2:12][N:11]([C:14]2[N:19]3[N:20]=[CH:21][CH:22]=[C:18]3[N:17]=[C:16]([CH3:23])[C:15]=2[CH:24]([CH2:30][CH2:31][CH3:32])[C:25]([O:27][CH2:28][CH3:29])=[O:26])[CH2:10]1)=O)(C)(C)C.FC(F)(F)C(O)=O.C1(C)C=CC=CC=1.[Cl:47][C:48]1[CH:53]=[CH:52][C:51]([S:54](Cl)(=[O:56])=[O:55])=[CH:50][CH:49]=1, predict the reaction product. The product is: [Cl:47][C:48]1[CH:53]=[CH:52][C:51]([S:54]([NH:8][C@H:9]2[CH2:13][CH2:12][N:11]([C:14]3[N:19]4[N:20]=[CH:21][CH:22]=[C:18]4[N:17]=[C:16]([CH3:23])[C:15]=3[CH:24]([CH2:30][CH2:31][CH3:32])[C:25]([O:27][CH2:28][CH3:29])=[O:26])[CH2:10]2)(=[O:56])=[O:55])=[CH:50][CH:49]=1.